From a dataset of Catalyst prediction with 721,799 reactions and 888 catalyst types from USPTO. Predict which catalyst facilitates the given reaction. (1) Reactant: [F:1][C:2]1[CH:3]=[C:4]([NH:9][C:10]2[CH:15]=[CH:14][CH:13]=[CH:12][N:11]=2)[C:5]([NH2:8])=[CH:6][CH:7]=1.[C:16]([O:20][C:21]([NH:23][C@@H:24]([CH3:28])[C:25](O)=[O:26])=[O:22])([CH3:19])([CH3:18])[CH3:17].C1C=NC2N(O)N=NC=2C=1.CN1CCOCC1.Cl.CN(C)CCCN=C=NCC. Product: [C:16]([O:20][C:21](=[O:22])[NH:23][C@H:24]([C:25](=[O:26])[NH:8][C:5]1[CH:6]=[CH:7][C:2]([F:1])=[CH:3][C:4]=1[NH:9][C:10]1[CH:15]=[CH:14][CH:13]=[CH:12][N:11]=1)[CH3:28])([CH3:17])([CH3:18])[CH3:19]. The catalyst class is: 326. (2) The catalyst class is: 298. Product: [Br:1][C:2]1[CH:7]=[C:6]([F:8])[CH:5]=[CH:4][C:3]=1[S:9]([NH:13][C:14]1[CH:23]=[CH:22][C:21]2[N:20]3[CH2:24][CH2:25][C@@H:19]3[CH2:18][O:17][C:16]=2[C:15]=1[C:26]([O:28][C:29]([CH3:32])([CH3:31])[CH3:30])=[O:27])(=[O:11])=[O:10]. Reactant: [Br:1][C:2]1[CH:7]=[C:6]([F:8])[CH:5]=[CH:4][C:3]=1[S:9](Cl)(=[O:11])=[O:10].[NH2:13][C:14]1[CH:23]=[CH:22][C:21]2[N:20]3[CH2:24][CH2:25][C@@H:19]3[CH2:18][O:17][C:16]=2[C:15]=1[C:26]([O:28][C:29]([CH3:32])([CH3:31])[CH3:30])=[O:27]. (3) Reactant: N1C=CC=C([C:7]([O:9][C:10](=[O:17])[C:11]2[CH:16]=[CH:15][CH:14]=[CH:13][N:12]=2)=O)C=1.[Li].[CH3:19][OH:20]. Product: [N:12]1[CH:13]=[CH:14][CH:15]=[C:16]([C:19]([C:16]2[C:11]([C:10]([O:9][CH3:7])=[O:17])=[N:12][CH:13]=[CH:14][CH:15]=2)=[O:20])[CH:11]=1. The catalyst class is: 33. (4) Reactant: [CH3:1][S:2]([C:5]1[CH:10]=[CH:9][C:8]([C:11]2[N:16]=[CH:15][C:14]([O:17][CH:18]([CH:20]3[CH2:25][CH2:24][N:23]([C:26]([O:28][CH:29]([CH3:31])[CH3:30])=[O:27])[CH2:22][CH2:21]3)[CH3:19])=[CH:13][CH:12]=2)=[CH:7][CH:6]=1)(=[O:4])=[O:3].C(=O)=O. Product: [CH3:1][S:2]([C:5]1[CH:10]=[CH:9][C:8]([C:11]2[N:16]=[CH:15][C:14]([O:17][C@H:18]([CH:20]3[CH2:25][CH2:24][N:23]([C:26]([O:28][CH:29]([CH3:31])[CH3:30])=[O:27])[CH2:22][CH2:21]3)[CH3:19])=[CH:13][CH:12]=2)=[CH:7][CH:6]=1)(=[O:3])=[O:4]. The catalyst class is: 5. (5) Reactant: [CH3:1][N:2]1[CH2:7][CH2:6][N:5]([C:8]2[CH:13]=[CH:12][C:11]([NH:14][C:15]3[CH:20]=[CH:19][N:18]4[N:21]=[CH:22][C:23]([CH:24]=O)=[C:17]4[N:16]=3)=[CH:10][CH:9]=2)[CH2:4][CH2:3]1.[NH:26]1[CH2:32][C:30](=[O:31])[NH:29][C:27]1=[O:28].N1CCCCC1. Product: [CH3:1][N:2]1[CH2:3][CH2:4][N:5]([C:8]2[CH:13]=[CH:12][C:11]([NH:14][C:15]3[CH:20]=[CH:19][N:18]4[N:21]=[CH:22][C:23]([CH:24]=[C:32]5[NH:26][C:27](=[O:28])[NH:29][C:30]5=[O:31])=[C:17]4[N:16]=3)=[CH:10][CH:9]=2)[CH2:6][CH2:7]1. The catalyst class is: 14. (6) Reactant: Cl[C:2]1[C:7]([C:8]#[N:9])=[C:6]([C:10]2[CH:15]=[CH:14][C:13]([O:16][CH2:17][CH2:18][OH:19])=[CH:12][CH:11]=2)[C:5]([C:20]#[N:21])=[C:4]([S:22][CH2:23][C:24]2[N:25]=[C:26]([C:29]3[CH:34]=[CH:33][C:32]([Cl:35])=[CH:31][CH:30]=3)[S:27][CH:28]=2)[N:3]=1.[CH3:36][NH2:37].O. Product: [Cl:35][C:32]1[CH:31]=[CH:30][C:29]([C:26]2[S:27][CH:28]=[C:24]([CH2:23][S:22][C:4]3[C:5]([C:20]#[N:21])=[C:6]([C:10]4[CH:11]=[CH:12][C:13]([O:16][CH2:17][CH2:18][OH:19])=[CH:14][CH:15]=4)[C:7]([C:8]#[N:9])=[C:2]([NH:37][CH3:36])[N:3]=3)[N:25]=2)=[CH:34][CH:33]=1. The catalyst class is: 1. (7) Reactant: [I:1][C:2]1[CH:9]=[CH:8][CH:7]=[CH:6][C:3]=1[CH2:4]Br.[NH:10]1[CH2:15][CH2:14][NH:13][CH2:12][CH2:11]1. Product: [I:1][C:2]1[CH:9]=[CH:8][CH:7]=[CH:6][C:3]=1[CH2:4][N:10]1[CH2:15][CH2:14][NH:13][CH2:12][CH2:11]1. The catalyst class is: 1. (8) Reactant: CN(C=O)C.[C:6]([O:10][C:11](=[O:29])[NH:12][C@@H:13]([C:17]1[NH:26][C:25](=[O:27])[C:24]2[C:19](=[CH:20][C:21]([Cl:28])=[CH:22][CH:23]=2)[N:18]=1)[CH:14]([CH3:16])[CH3:15])([CH3:9])([CH3:8])[CH3:7].[CH2:30](Br)[C:31]1[CH:36]=[CH:35][CH:34]=[CH:33][CH:32]=1.C(=O)([O-])[O-].[K+].[K+]. Product: [C:6]([O:10][C:11](=[O:29])[NH:12][C@@H:13]([C:17]1[N:26]([CH2:30][C:31]2[CH:36]=[CH:35][CH:34]=[CH:33][CH:32]=2)[C:25](=[O:27])[C:24]2[C:19](=[CH:20][C:21]([Cl:28])=[CH:22][CH:23]=2)[N:18]=1)[CH:14]([CH3:16])[CH3:15])([CH3:8])([CH3:9])[CH3:7]. The catalyst class is: 6.